The task is: Regression. Given two drug SMILES strings and cell line genomic features, predict the synergy score measuring deviation from expected non-interaction effect.. This data is from NCI-60 drug combinations with 297,098 pairs across 59 cell lines. (1) Drug 1: C1=CC(=CC=C1CCC2=CNC3=C2C(=O)NC(=N3)N)C(=O)NC(CCC(=O)O)C(=O)O. Drug 2: CC1C(C(CC(O1)OC2CC(OC(C2O)C)OC3=CC4=CC5=C(C(=O)C(C(C5)C(C(=O)C(C(C)O)O)OC)OC6CC(C(C(O6)C)O)OC7CC(C(C(O7)C)O)OC8CC(C(C(O8)C)O)(C)O)C(=C4C(=C3C)O)O)O)O. Cell line: COLO 205. Synergy scores: CSS=44.8, Synergy_ZIP=6.48, Synergy_Bliss=6.06, Synergy_Loewe=-8.76, Synergy_HSA=3.72. (2) Drug 1: CC1=C2C(C(=O)C3(C(CC4C(C3C(C(C2(C)C)(CC1OC(=O)C(C(C5=CC=CC=C5)NC(=O)OC(C)(C)C)O)O)OC(=O)C6=CC=CC=C6)(CO4)OC(=O)C)OC)C)OC. Drug 2: CC1=C(C(=O)C2=C(C1=O)N3CC4C(C3(C2COC(=O)N)OC)N4)N. Cell line: 786-0. Synergy scores: CSS=63.3, Synergy_ZIP=3.62, Synergy_Bliss=2.96, Synergy_Loewe=-1.02, Synergy_HSA=6.04. (3) Drug 1: CC12CCC(CC1=CCC3C2CCC4(C3CC=C4C5=CN=CC=C5)C)O. Drug 2: CC1=C(C=C(C=C1)NC2=NC=CC(=N2)N(C)C3=CC4=NN(C(=C4C=C3)C)C)S(=O)(=O)N.Cl. Cell line: LOX IMVI. Synergy scores: CSS=41.5, Synergy_ZIP=6.45, Synergy_Bliss=8.73, Synergy_Loewe=-10.8, Synergy_HSA=11.4.